This data is from Reaction yield outcomes from USPTO patents with 853,638 reactions. The task is: Predict the reaction yield, written as a fraction of the theoretical maximum amount of product (1.0 means a 100% yield; for example, 0.34 means a 34% yield). (1) The reactants are [CH2:1]([O:8][C:9]1[CH:14]=[CH:13][C:12]([C:15](=[O:17])[CH3:16])=[CH:11][CH:10]=1)[C:2]1[CH:7]=[CH:6][CH:5]=[CH:4][CH:3]=1.[C:18]([C:22](OCC)=[O:23])([F:21])([F:20])[F:19].CC[O-].[Na+]. The catalyst is C1COCC1. The product is [CH2:1]([O:8][C:9]1[CH:10]=[CH:11][C:12]([C:15](=[O:17])[CH2:16][C:22](=[O:23])[C:18]([F:21])([F:20])[F:19])=[CH:13][CH:14]=1)[C:2]1[CH:3]=[CH:4][CH:5]=[CH:6][CH:7]=1. The yield is 1.00. (2) The reactants are [Li+].C[Si]([N-][Si](C)(C)C)(C)C.F[C:12]1[N:17]=[CH:16][C:15]([CH2:18][N:19]2[CH2:24][CH2:23][N:22]([C:25]([O:27][C:28]([CH3:31])([CH3:30])[CH3:29])=[O:26])[CH2:21][CH2:20]2)=[CH:14][C:13]=1[C:32]1[N:37]=[C:36]([CH3:38])[N:35]=[C:34]([S:39][CH3:40])[N:33]=1.[NH2:41][C:42]1[CH:43]=[CH:44][C:45]([O:48][CH3:49])=[N:46][CH:47]=1.C1COCC1. The catalyst is [NH4+].[Cl-].O.C(OCC)(=O)C. The product is [CH3:49][O:48][C:45]1[N:46]=[CH:47][C:42]([NH:41][C:12]2[N:17]=[CH:16][C:15]([CH2:18][N:19]3[CH2:24][CH2:23][N:22]([C:25]([O:27][C:28]([CH3:31])([CH3:30])[CH3:29])=[O:26])[CH2:21][CH2:20]3)=[CH:14][C:13]=2[C:32]2[N:37]=[C:36]([CH3:38])[N:35]=[C:34]([S:39][CH3:40])[N:33]=2)=[CH:43][CH:44]=1. The yield is 0.490. (3) The reactants are C(N([CH2:6][CH3:7])CC)C.[C:8]1([CH3:18])[CH:13]=[CH:12][C:11]([S:14](Cl)(=[O:16])=[O:15])=[CH:10][CH:9]=1.[CH2:19]1[O:23][C@@H:22]2[C@@H:24]([OH:27])[CH2:25][O:26][C@@H:21]2[C@@H:20]1[OH:28]. The catalyst is ClCCl. The product is [CH3:18][C:8]1[CH:13]=[CH:12][C:11]([S:14]([O:28][C@@H:20]2[CH2:19][O:23][C@@H:22]3[C@@H:24]([O:27][S:14]([C:11]4[CH:12]=[CH:13][C:6]([CH3:7])=[CH:9][CH:10]=4)(=[O:16])=[O:15])[CH2:25][O:26][C@H:21]23)(=[O:16])=[O:15])=[CH:10][CH:9]=1. The yield is 0.970. (4) The reactants are I[C:2]1[CH:9]=[C:8]([O:10][CH3:11])[C:7]([O:12][CH3:13])=[CH:6][C:3]=1[CH:4]=O.CCN(CCOC1C=CC(CC2C=CC=CC=2)=CC=1)CC.Cl.C(#N)C.[C:39]([O:43][CH3:44])(=[O:42])[CH:40]=[CH2:41]. The catalyst is [Zn].O. The product is [CH3:13][O:12][C:7]1[CH:6]=[C:3]2[C:2](=[CH:9][C:8]=1[O:10][CH3:11])[CH2:41][C:40]([C:39]([O:43][CH3:44])=[O:42])=[CH:4]2. The yield is 0.210.